Dataset: Forward reaction prediction with 1.9M reactions from USPTO patents (1976-2016). Task: Predict the product of the given reaction. (1) Given the reactants [C:1]([C:5]1[CH:10]=[CH:9][CH:8]=[CH:7][C:6]=1[OH:11])([CH3:4])([CH3:3])[CH3:2].C(=O)([O-])[O-].[Cs+].[Cs+].C(CC(=O)C(C)(C)C)(=O)C(C)(C)C.Br[C:32]1[CH:33]=[N:34][C:35]2[C:40]([CH:41]=1)=[CH:39][CH:38]=[CH:37][CH:36]=2, predict the reaction product. The product is: [C:1]([C:5]1[CH:10]=[CH:9][CH:8]=[CH:7][C:6]=1[O:11][C:32]1[CH:33]=[N:34][C:35]2[C:40]([CH:41]=1)=[CH:39][CH:38]=[CH:37][CH:36]=2)([CH3:4])([CH3:2])[CH3:3]. (2) Given the reactants [S:1]1[C:5]2[CH:6]=[CH:7][C:8]([CH2:10][CH2:11][O:12][CH2:13][CH2:14][C:15]([N:17]3[CH2:20][CH:19]([OH:21])[CH2:18]3)=O)=[CH:9][C:4]=2[CH:3]=[CH:2]1.[BH4-].[Na+].Cl, predict the reaction product. The product is: [S:1]1[C:5]2[CH:6]=[CH:7][C:8]([CH2:10][CH2:11][O:12][CH2:13][CH2:14][CH2:15][N:17]3[CH2:20][CH:19]([OH:21])[CH2:18]3)=[CH:9][C:4]=2[CH:3]=[CH:2]1.